The task is: Regression. Given a peptide amino acid sequence and an MHC pseudo amino acid sequence, predict their binding affinity value. This is MHC class II binding data.. This data is from Peptide-MHC class II binding affinity with 134,281 pairs from IEDB. The peptide sequence is GELQIVDKIDAAFKY. The MHC is DRB1_0802 with pseudo-sequence DRB1_0802. The binding affinity (normalized) is 0.456.